From a dataset of Forward reaction prediction with 1.9M reactions from USPTO patents (1976-2016). Predict the product of the given reaction. (1) Given the reactants [CH3:1][Sn:2]([CH3:56])([CH3:55])[C:3]1[S:10][C:9]2[C:8]3[S:11][C:12]4[C:16]([CH2:17][CH2:18][CH2:19][CH2:20][CH2:21][CH2:22][CH2:23][CH2:24][CH2:25][CH2:26][CH2:27][CH2:28][CH2:29][CH2:30][CH2:31][CH2:32][CH3:33])=[C:15]([Sn:34]([CH3:37])([CH3:36])[CH3:35])[S:14][C:13]=4[C:7]=3[S:6][C:5]=2[C:4]=1[CH2:38][CH2:39][CH2:40][CH2:41][CH2:42][CH2:43][CH2:44][CH2:45][CH2:46][CH2:47][CH2:48][CH2:49][CH2:50][CH2:51][CH2:52][CH2:53][CH3:54].C([Li])CCC.C[Sn](Cl)(C)C, predict the reaction product. The product is: [CH3:56][Sn:2]([CH3:1])([CH3:55])[C:3]1[S:10][C:9]2[C:8]3[S:11][C:12]4[C:16]([CH2:17][CH2:18][CH2:19][CH2:20][CH2:21][CH2:22][CH2:23][CH2:24][CH2:25][CH2:26][CH2:27][CH2:28][CH2:29][CH2:30][CH2:31][CH2:32][CH3:33])=[C:15]([Sn:34]([CH3:35])([CH3:36])[CH3:37])[S:14][C:13]=4[C:7]=3[S:6][C:5]=2[C:4]=1[CH2:38][CH2:39][CH2:40][CH2:41][CH2:42][CH2:43][CH2:44][CH2:45][CH2:46][CH2:47][CH2:48][CH2:49][CH2:50][CH2:51][CH2:52][CH2:53][CH3:54].[S:6]1[CH:7]=[CH:8][CH:9]=[CH:5]1. (2) Given the reactants O=[C:2]([CH:9]1[CH2:14][CH2:13][O:12][CH2:11][CH2:10]1)[CH2:3][C:4]([O:6]CC)=O.[CH3:15][C:16]1[C:21]([C:22]([F:25])([F:24])[F:23])=[CH:20][CH:19]=[CH:18][C:17]=1[CH2:26][C:27]1[C:28]([NH2:33])=[N:29][NH:30][C:31]=1[NH2:32].Cl, predict the reaction product. The product is: [NH2:32][C:31]1[C:27]([CH2:26][C:17]2[CH:18]=[CH:19][CH:20]=[C:21]([C:22]([F:24])([F:23])[F:25])[C:16]=2[CH3:15])=[C:28]2[N:33]=[C:2]([CH:9]3[CH2:10][CH2:11][O:12][CH2:13][CH2:14]3)[CH:3]=[C:4]([OH:6])[N:29]2[N:30]=1. (3) The product is: [CH3:33][C:31]1[N:32]=[C:28]([NH:27][C:2]2[N:3]=[CH:4][C:5]([C:20]3[CH:19]=[CH:18][CH:17]=[C:16]([C:15]([F:26])([F:25])[F:14])[CH:21]=3)=[C:6]3[C:11]=2[N:10]=[C:9]([CH3:12])[CH:8]=[CH:7]3)[S:29][CH:30]=1. Given the reactants Cl[C:2]1[N:3]=[CH:4][C:5](I)=[C:6]2[C:11]=1[N:10]=[C:9]([CH3:12])[CH:8]=[CH:7]2.[F:14][C:15]([F:26])([F:25])[C:16]1[CH:17]=[C:18](B(O)O)[CH:19]=[CH:20][CH:21]=1.[NH2:27][C:28]1[S:29][CH:30]=[C:31]([CH3:33])[N:32]=1, predict the reaction product. (4) Given the reactants [NH2:1][CH2:2][C:3]1[CH:4]=[CH:5][C:6]([Cl:23])=[C:7]([C:9]2[NH:10][C:11](=[O:22])[N:12]([C:14]3[CH:19]=[CH:18][C:17]([Cl:20])=[C:16]([CH3:21])[CH:15]=3)[N:13]=2)[CH:8]=1.[C:24](Cl)(=[O:29])[C:25]([CH3:28])([CH3:27])[CH3:26], predict the reaction product. The product is: [Cl:23][C:6]1[CH:5]=[CH:4][C:3]([CH2:2][NH:1][C:24](=[O:29])[C:25]([CH3:28])([CH3:27])[CH3:26])=[CH:8][C:7]=1[C:9]1[NH:10][C:11](=[O:22])[N:12]([C:14]2[CH:19]=[CH:18][C:17]([Cl:20])=[C:16]([CH3:21])[CH:15]=2)[N:13]=1.